This data is from Catalyst prediction with 721,799 reactions and 888 catalyst types from USPTO. The task is: Predict which catalyst facilitates the given reaction. (1) Reactant: C1([C@H]([NH:9][C@@H:10]2[CH2:14][CH2:13][CH2:12][C@@H:11]2[C:15]2[CH:20]=[CH:19][CH:18]=[CH:17][C:16]=2[CH3:21])C)C=CC=CC=1.C(O)(=O)C. Product: [C:16]1([CH3:21])[CH:17]=[CH:18][CH:19]=[CH:20][C:15]=1[C@H:11]1[CH2:12][CH2:13][CH2:14][C@H:10]1[NH2:9]. The catalyst class is: 19. (2) Reactant: [NH2:1][C:2]1[CH:7]=[CH:6][CH:5]=[CH:4][N:3]=1.[N+:8]([CH2:10][CH2:11][CH2:12][CH2:13][CH2:14][CH2:15][N+:16]#[C-:17])#[C-:9].[N:18]1[CH:23]=[CH:22][CH:21]=[CH:20][C:19]=1[CH:24]=O. Product: [N+:8]([CH2:10][CH2:11][CH2:12][CH2:13][CH2:14][CH2:15][NH:16][C:17]1[N:3]2[CH:4]=[CH:5][CH:6]=[CH:7][C:2]2=[N:1][C:24]=1[C:19]1[CH:20]=[CH:21][CH:22]=[CH:23][N:18]=1)#[C-:9]. The catalyst class is: 519. (3) Reactant: I[C:2]1[CH:7]=[CH:6][CH:5]=[CH:4][C:3]=1[CH2:8][CH2:9][CH2:10][C:11]([CH3:13])=[CH2:12].C1(P(C2C=CC=CC=2)C2C=CC=CC=2)C=CC=CC=1.C([Sn](CCCC)(CCCC)[C:38]([C:40]([F:43])([F:42])[F:41])=[CH2:39])CCC. Product: [CH3:12][C:11]1([CH2:13][C:38]([C:40]([F:43])([F:42])[F:41])=[CH2:39])[C:4]2[C:3](=[CH:2][CH:7]=[CH:6][CH:5]=2)[CH2:8][CH2:9][CH2:10]1. The catalyst class is: 613. (4) Reactant: C(N(CC)CC)C.[CH:8]([C:10]1[CH:17]=[CH:16][C:13]([C:14]#[N:15])=[C:12]([C:18]([F:21])([F:20])[F:19])[CH:11]=1)=O.Cl.Cl.[NH:24]1[CH2:29][CH2:28][CH:27](/[CH:30]=[C:31]2/[C:32]([NH:37][CH2:38][C:39]#[CH:40])=[N:33][C:34](=[O:36])[S:35]/2)[CH2:26][CH2:25]1.C(O[BH-](OC(=O)C)OC(=O)C)(=O)C.[Na+]. Product: [O:36]=[C:34]1[N:33]=[C:32]([NH:37][CH2:38][C:39]#[CH:40])/[C:31](=[CH:30]/[CH:27]2[CH2:26][CH2:25][N:24]([CH2:8][C:10]3[CH:17]=[CH:16][C:13]([C:14]#[N:15])=[C:12]([C:18]([F:21])([F:20])[F:19])[CH:11]=3)[CH2:29][CH2:28]2)/[S:35]1. The catalyst class is: 18. (5) Reactant: [OH-].[K+].[NH2:3][C:4]1[CH:9]=[CH:8][C:7]([OH:10])=[CH:6][C:5]=1[N+:11]([O-:13])=[O:12].Br[CH2:15][C:16]1[C:21]([Cl:22])=[CH:20][CH:19]=[CH:18][C:17]=1[Cl:23].O. Product: [Cl:22][C:21]1[CH:20]=[CH:19][CH:18]=[C:17]([Cl:23])[C:16]=1[CH2:15][O:10][C:7]1[CH:8]=[CH:9][C:4]([NH2:3])=[C:5]([N+:11]([O-:13])=[O:12])[CH:6]=1. The catalyst class is: 9. (6) Reactant: Cl[C:2]1[N:7]=[CH:6][C:5]([CH:8]([CH3:14])[C:9]([O:11][CH2:12][CH3:13])=[O:10])=[CH:4][CH:3]=1.[CH3:15][N:16](C)C=O. Product: [C:15]([C:2]1[N:7]=[CH:6][C:5]([CH:8]([CH3:14])[C:9]([O:11][CH2:12][CH3:13])=[O:10])=[CH:4][CH:3]=1)#[N:16]. The catalyst class is: 380.